This data is from Forward reaction prediction with 1.9M reactions from USPTO patents (1976-2016). The task is: Predict the product of the given reaction. (1) Given the reactants [Br:1][C:2]1[CH:3]=[C:4]([NH2:9])[C:5]([Cl:8])=[N:6][CH:7]=1.C[Si]([N-][Si](C)(C)C)(C)C.[Na+].[Cl:20][C:21]1[CH:26]=[C:25]([F:27])[CH:24]=[CH:23][C:22]=1[S:28](Cl)(=[O:30])=[O:29], predict the reaction product. The product is: [Br:1][C:2]1[CH:3]=[C:4]([NH:9][S:28]([C:22]2[CH:23]=[CH:24][C:25]([F:27])=[CH:26][C:21]=2[Cl:20])(=[O:30])=[O:29])[C:5]([Cl:8])=[N:6][CH:7]=1. (2) Given the reactants [F:1][C:2]1[CH:26]=[CH:25][C:5]([O:6][C:7]2[CH:12]=[CH:11][N:10]=[C:9]([C:13]3[NH:17][CH:16]=[C:15]([C:18]([NH:20][CH2:21][CH2:22][CH:23]=O)=[O:19])[CH:14]=3)[CH:8]=2)=[CH:4][C:3]=1[NH:27][C:28]([C:30]1[O:31][CH:32]=[CH:33][C:34]=1[CH3:35])=[O:29].Cl.[CH3:37][O:38][C:39](=[O:45])[C@@H:40]1[CH2:44][CH2:43][CH2:42][NH:41]1.C(N(CC)CC)C.C([BH3-])#N.[Na+].C1COCC1, predict the reaction product. The product is: [F:1][C:2]1[CH:26]=[CH:25][C:5]([O:6][C:7]2[CH:12]=[CH:11][N:10]=[C:9]([C:13]3[NH:17][CH:16]=[C:15]([C:18]([NH:20][CH2:21][CH2:22][CH2:23][N:41]4[CH2:42][CH2:43][CH2:44][CH:40]4[C:39]([O:38][CH3:37])=[O:45])=[O:19])[CH:14]=3)[CH:8]=2)=[CH:4][C:3]=1[NH:27][C:28]([C:30]1[O:31][CH:32]=[CH:33][C:34]=1[CH3:35])=[O:29].